This data is from Experimentally validated miRNA-target interactions with 360,000+ pairs, plus equal number of negative samples. The task is: Binary Classification. Given a miRNA mature sequence and a target amino acid sequence, predict their likelihood of interaction. The miRNA is mmu-miR-200c-3p with sequence UAAUACUGCCGGGUAAUGAUGGA. The protein sequence of the target gene is MTAHSFALPVIIFTTFWGLIGIAGPWFVPKGPNRGVIITMLVATAVCCYLFWLIAILAQLNPLFGPQLKNETIWYVRFLWE. Result: 0 (no interaction).